Dataset: Reaction yield outcomes from USPTO patents with 853,638 reactions. Task: Predict the reaction yield, written as a fraction of the theoretical maximum amount of product (1.0 means a 100% yield; for example, 0.34 means a 34% yield). (1) The product is [C:1]1([CH3:30])[CH:2]=[CH:3][C:4]([CH2:7][CH2:8][NH:9][C:10]2[C:11](=[O:29])[N:12]([CH2:18][C:19]([OH:21])=[O:20])[C:13]([CH3:17])=[CH:14][N:15]=2)=[CH:5][CH:6]=1. The reactants are [C:1]1([CH3:30])[CH:6]=[CH:5][C:4]([CH2:7][CH2:8][NH:9][C:10]2[C:11](=[O:29])[N:12]([CH2:18][C:19]([O:21]CC3C=CC=CC=3)=[O:20])[C:13]([CH3:17])=[C:14](Cl)[N:15]=2)=[CH:3][CH:2]=1.[OH-].[K+].O. The catalyst is [Pd].O1CCCC1.CO. The yield is 0.227. (2) The reactants are Br[C:2]1[CH:20]=[C:19]([Cl:21])[C:5]([CH2:6][N:7]2[CH2:11][CH2:10][CH:9]([N:12]3[CH2:17][CH2:16][CH2:15][CH2:14][CH2:13]3)[C:8]2=[O:18])=[C:4]([Cl:22])[CH:3]=1.[F:23][C:24]1[CH:29]=[CH:28][C:27](B(O)O)=[CH:26][CH:25]=1.N#N. The catalyst is C1(C)C=CC=CC=1.C(=O)([O-])[O-].[Na+].[Na+].C(OCC)(=O)C.C1C=CC([P]([Pd]([P](C2C=CC=CC=2)(C2C=CC=CC=2)C2C=CC=CC=2)([P](C2C=CC=CC=2)(C2C=CC=CC=2)C2C=CC=CC=2)[P](C2C=CC=CC=2)(C2C=CC=CC=2)C2C=CC=CC=2)(C2C=CC=CC=2)C2C=CC=CC=2)=CC=1. The product is [Cl:22][C:4]1[CH:3]=[C:2]([C:27]2[CH:28]=[CH:29][C:24]([F:23])=[CH:25][CH:26]=2)[CH:20]=[C:19]([Cl:21])[C:5]=1[CH2:6][N:7]1[CH2:11][CH2:10][CH:9]([N:12]2[CH2:17][CH2:16][CH2:15][CH2:14][CH2:13]2)[C:8]1=[O:18]. The yield is 0.320. (3) The reactants are [F:1][C:2]1[CH:7]=[CH:6][C:5]([CH2:8][C:9]2[CH:18]=[C:17]3[C:12]([C:13]([OH:26])=[C:14]([C:21](OCC)=[O:22])[C:15](=[O:20])[N:16]3[CH3:19])=[N:11][CH:10]=2)=[CH:4][CH:3]=1.Cl.[NH2:28][CH2:29][C:30]1([OH:36])[CH2:35][CH2:34][CH2:33][CH2:32][CH2:31]1.C(N(CC)CC)C. No catalyst specified. The product is [F:1][C:2]1[CH:7]=[CH:6][C:5]([CH2:8][C:9]2[CH:18]=[C:17]3[C:12]([C:13]([OH:26])=[C:14]([C:21]([NH:28][CH2:29][C:30]4([OH:36])[CH2:35][CH2:34][CH2:33][CH2:32][CH2:31]4)=[O:22])[C:15](=[O:20])[N:16]3[CH3:19])=[N:11][CH:10]=2)=[CH:4][CH:3]=1. The yield is 0.180. (4) The reactants are [OH:1][C:2]([CH3:35])([CH3:34])[CH2:3][C@@:4]1([C:28]2[CH:33]=[CH:32][CH:31]=[CH:30][CH:29]=2)[O:9][C:8](=[O:10])[N:7]([C@H:11]([C:13]2[CH:18]=[CH:17][C:16](B3OC(C)(C)C(C)(C)O3)=[CH:15][CH:14]=2)[CH3:12])[CH2:6][CH2:5]1.Br[C:37]1[CH:38]=[CH:39][C:40](=[O:44])[N:41]([CH3:43])[CH:42]=1. The catalyst is O1CCOCC1.Cl[Pd](Cl)([P](C1C=CC=CC=1)(C1C=CC=CC=1)C1C=CC=CC=1)[P](C1C=CC=CC=1)(C1C=CC=CC=1)C1C=CC=CC=1. The product is [OH:1][C:2]([CH3:34])([CH3:35])[CH2:3][C@@:4]1([C:28]2[CH:33]=[CH:32][CH:31]=[CH:30][CH:29]=2)[O:9][C:8](=[O:10])[N:7]([C@H:11]([C:13]2[CH:14]=[CH:15][C:16]([C:37]3[CH:38]=[CH:39][C:40](=[O:44])[N:41]([CH3:43])[CH:42]=3)=[CH:17][CH:18]=2)[CH3:12])[CH2:6][CH2:5]1. The yield is 0.350. (5) The reactants are [CH3:1][O:2][CH:3]=[CH:4][C:5]1[CH:6]=[C:7]2[C:11](=[CH:12][CH:13]=1)[C:10](=[O:14])[O:9][CH2:8]2.[CH3:15][OH:16]. The catalyst is S(=O)(=O)(O)O.C(OCC)(=O)C. The product is [CH3:1][O:2][CH:3]([O:16][CH3:15])[CH2:4][C:5]1[CH:6]=[C:7]2[C:11](=[CH:12][CH:13]=1)[C:10](=[O:14])[O:9][CH2:8]2. The yield is 0.840. (6) The reactants are [I:1][C:2]1[CH:12]=[N:11][C:5]2[NH:6][CH2:7][C:8](=[O:10])[NH:9][C:4]=2[CH:3]=1.[Cl:13][C:14]1[CH:21]=[CH:20][C:19]([Cl:22])=[CH:18][C:15]=1[CH2:16]Br. No catalyst specified. The product is [Cl:13][C:14]1[CH:21]=[CH:20][C:19]([Cl:22])=[CH:18][C:15]=1[CH2:16][N:9]1[C:8](=[O:10])[CH2:7][NH:6][C:5]2[N:11]=[CH:12][C:2]([I:1])=[CH:3][C:4]1=2. The yield is 0.690. (7) The reactants are C([O:3][C:4](=[O:27])[C@@H:5]([N:10]1[CH2:14][C:13]([O:15][C:16]2[CH:21]=[CH:20][CH:19]=[C:18]([CH:22]3[CH2:24][CH2:23]3)[C:17]=2[F:25])=[CH:12][C:11]1=[O:26])[CH2:6][CH:7]([CH3:9])[CH3:8])C.O.[OH-].[Li+]. The catalyst is O1CCCC1. The product is [CH:22]1([C:18]2[C:17]([F:25])=[C:16]([CH:21]=[CH:20][CH:19]=2)[O:15][C:13]2[CH2:14][N:10]([C@@H:5]([CH2:6][CH:7]([CH3:9])[CH3:8])[C:4]([OH:27])=[O:3])[C:11](=[O:26])[CH:12]=2)[CH2:23][CH2:24]1. The yield is 0.960. (8) The reactants are C1(P(C2C=CC=CC=2)C2C=CC=CC=2)C=CC=CC=1.N(C(OCC)=O)=NC(OCC)=O.[F:32][C:33]([F:79])([F:78])[C:34]1[CH:35]=[C:36]([C:44]([CH3:77])([CH3:76])[C:45]([N:47]([C:49]2[CH:50]=[N:51][C:52]([NH:63][CH:64]([CH2:74][OH:75])[CH2:65][O:66][Si:67]([C:70]([CH3:73])([CH3:72])[CH3:71])([CH3:69])[CH3:68])=[CH:53][C:54]=2[C:55]2[CH:60]=[CH:59][C:58]([F:61])=[CH:57][C:56]=2[CH3:62])[CH3:48])=[O:46])[CH:37]=[C:38]([C:40]([F:43])([F:42])[F:41])[CH:39]=1.[C:80](O)(=[S:82])[CH3:81]. The catalyst is C1COCC1. The product is [F:79][C:33]([F:32])([F:78])[C:34]1[CH:35]=[C:36]([C:44]([CH3:77])([CH3:76])[C:45]([N:47]([CH3:48])[C:49]2[C:54]([C:55]3[CH:60]=[CH:59][C:58]([F:61])=[CH:57][C:56]=3[CH3:62])=[CH:53][C:52]([NH:63][CH:64]([CH2:65][O:66][Si:67]([C:70]([CH3:72])([CH3:73])[CH3:71])([CH3:68])[CH3:69])[CH2:74][O:75][C:80](=[S:82])[CH3:81])=[N:51][CH:50]=2)=[O:46])[CH:37]=[C:38]([C:40]([F:42])([F:43])[F:41])[CH:39]=1. The yield is 0.520.